Dataset: Catalyst prediction with 721,799 reactions and 888 catalyst types from USPTO. Task: Predict which catalyst facilitates the given reaction. Reactant: [Cl:1][C:2]1[CH:23]=[C:22]([C:24]([F:27])([F:26])[F:25])[CH:21]=[CH:20][C:3]=1[CH2:4][N:5]1[C:9](/[CH:10]=[CH:11]/[C:12](O)=[O:13])=[CH:8][C:7]([O:15][CH2:16][CH2:17][O:18][CH3:19])=[N:6]1.[CH2:28]([S:33]([NH2:36])(=[O:35])=[O:34])[CH2:29][CH2:30][CH2:31][CH3:32].N12CCCN=C1CCCCC2.Cl. Product: [Cl:1][C:2]1[CH:23]=[C:22]([C:24]([F:27])([F:25])[F:26])[CH:21]=[CH:20][C:3]=1[CH2:4][N:5]1[C:9](/[CH:10]=[CH:11]/[C:12]([NH:36][S:33]([CH2:28][CH2:29][CH2:30][CH2:31][CH3:32])(=[O:35])=[O:34])=[O:13])=[CH:8][C:7]([O:15][CH2:16][CH2:17][O:18][CH3:19])=[N:6]1. The catalyst class is: 35.